From a dataset of Reaction yield outcomes from USPTO patents with 853,638 reactions. Predict the reaction yield, written as a fraction of the theoretical maximum amount of product (1.0 means a 100% yield; for example, 0.34 means a 34% yield). (1) The reactants are [Br:1][C:2]1[N:7]=[C:6]([C@:8]2([CH3:28])[C@@H:13]([F:14])[C@@H:12]([C:15]([F:18])([F:17])[F:16])[O:11][C:10]([NH:19][C:20](=[O:27])[C:21]3[CH:26]=[CH:25][CH:24]=[CH:23][CH:22]=3)=[N:9]2)[C:5]([F:29])=[CH:4][CH:3]=1.[C:30](O[C:30]([O:32][C:33]([CH3:36])([CH3:35])[CH3:34])=[O:31])([O:32][C:33]([CH3:36])([CH3:35])[CH3:34])=[O:31].C(N(CC)CC)C. The catalyst is O1CCCC1.CN(C)C1C=CN=CC=1. The product is [C:20]([N:19]([C:10]1[O:11][C@H:12]([C:15]([F:18])([F:17])[F:16])[C@H:13]([F:14])[C@:8]([C:6]2[C:5]([F:29])=[CH:4][CH:3]=[C:2]([Br:1])[N:7]=2)([CH3:28])[N:9]=1)[C:30](=[O:31])[O:32][C:33]([CH3:36])([CH3:35])[CH3:34])(=[O:27])[C:21]1[CH:26]=[CH:25][CH:24]=[CH:23][CH:22]=1. The yield is 0.679. (2) The reactants are [F:1][C:2]([F:9])([F:8])[C:3]([O:5]CC)=O.C[O-].[Na+].CO.[CH3:15][C:16]([C:18]1[CH:23]=[CH:22][C:21]([S:24][CH3:25])=[CH:20][CH:19]=1)=[O:17].Cl. The catalyst is CC(OC)(C)C. The product is [F:9][C:2]([F:1])([F:8])[C:3](=[O:5])[CH2:15][C:16]([C:18]1[CH:23]=[CH:22][C:21]([S:24][CH3:25])=[CH:20][CH:19]=1)=[O:17]. The yield is 0.710.